Dataset: Full USPTO retrosynthesis dataset with 1.9M reactions from patents (1976-2016). Task: Predict the reactants needed to synthesize the given product. (1) Given the product [F:27][C:24]([F:25])([F:26])[C:19]1[CH:20]=[CH:21][CH:22]=[CH:23][C:18]=1[CH2:17][C@H:9]1[CH2:8][C@H:7]([C:5]2[O:4][NH:3][C:2](=[O:1])[CH:6]=2)[CH2:12][CH2:11][NH:10]1, predict the reactants needed to synthesize it. The reactants are: [O:1]=[C:2]1[CH:6]=[C:5]([C@@H:7]2[CH2:12][CH2:11][N:10](C(OC)=O)[C@@H:9]([CH2:17][C:18]3[CH:23]=[CH:22][CH:21]=[CH:20][C:19]=3[C:24]([F:27])([F:26])[F:25])[CH2:8]2)[O:4][NH:3]1.C(O)(=O)C. (2) Given the product [O:20]1[CH2:21][CH2:22][NH:23][C:24]2[N:25]=[CH:26][C:17]([C:3]3[CH:4]=[CH:5][C:6]([C:8]4[CH:31]=[CH:32][CH:33]=[CH:28][C:29]=4[S:34]([N:37]4[CH2:42][CH2:41][CH:40]([NH2:43])[CH2:39][CH2:38]4)(=[O:36])=[O:35])=[CH:7][C:2]=3[F:1])=[CH:18][C:19]1=2, predict the reactants needed to synthesize it. The reactants are: [F:1][C:2]1[CH:7]=[C:6]([CH:8]2OC(C)(C)C(C)(C)O2)[CH:5]=[CH:4][C:3]=1[C:17]1[CH:26]=[N:25][C:24]2[NH:23][CH2:22][CH2:21][O:20][C:19]=2[CH:18]=1.Br[C:28]1[CH:33]=[CH:32][CH:31]=C[C:29]=1[S:34]([N:37]1[CH2:42][CH2:41][CH:40]([NH2:43])[CH2:39][CH2:38]1)(=[O:36])=[O:35]. (3) Given the product [CH3:12][NH:14][C:9](=[O:11])[CH2:8][CH2:7][CH2:6][CH2:5][O:4][N+:1]([O-:3])=[O:2], predict the reactants needed to synthesize it. The reactants are: [N+:1]([O:4][CH2:5][CH2:6][CH2:7][CH2:8][C:9]([OH:11])=O)([O-:3])=[O:2].[CH2:12]([N:14](CC)CC)C.ClC(OCC)=O.CN.S([O-])([O-])(=O)=O.[Na+].[Na+]. (4) Given the product [Cl:17][C:4]1[CH:3]=[C:2]([C:21]2[CH:22]=[CH:23][N:18]=[CH:19][CH:20]=2)[C:10]2[N:9]3[CH2:11][CH2:12][NH:13][C:14](=[O:15])[C:8]3=[C:7]([CH3:16])[C:6]=2[CH:5]=1, predict the reactants needed to synthesize it. The reactants are: Br[C:2]1[C:10]2[N:9]3[CH2:11][CH2:12][NH:13][C:14](=[O:15])[C:8]3=[C:7]([CH3:16])[C:6]=2[CH:5]=[C:4]([Cl:17])[CH:3]=1.[N:18]1[CH:23]=[CH:22][C:21](B(O)O)=[CH:20][CH:19]=1. (5) Given the product [CH3:1][C:2]1[CH:13]=[C:12]([CH3:14])[CH:11]=[C:10]([C:15]2[S:16][CH:17]=[CH:18][CH:19]=2)[C:3]=1[O:4][CH2:5][C:6]([NH:20][NH2:21])=[O:7], predict the reactants needed to synthesize it. The reactants are: [CH3:1][C:2]1[CH:13]=[C:12]([CH3:14])[CH:11]=[C:10]([C:15]2[S:16][CH:17]=[CH:18][CH:19]=2)[C:3]=1[O:4][CH2:5][C:6](OC)=[O:7].[NH2:20][NH2:21]. (6) The reactants are: [CH:1]1([C:4]2[C:16](C(O)=O)=[C:7]3[C:8]([CH2:14][OH:15])=[CH:9][CH:10]=[C:11]([O:12][CH3:13])[N:6]3[N:5]=2)[CH2:3][CH2:2]1. Given the product [CH:1]1([C:4]2[CH:16]=[C:7]3[C:8]([CH2:14][OH:15])=[CH:9][CH:10]=[C:11]([O:12][CH3:13])[N:6]3[N:5]=2)[CH2:2][CH2:3]1, predict the reactants needed to synthesize it. (7) Given the product [Cl:1][C:2]1[CH:7]=[CH:6][C:5]([S:8]([N:11]([CH2:22][C:23]2[CH:31]=[CH:30][C:26]([C:27]([NH2:29])=[O:28])=[CH:25][CH:24]=2)[C@H:12]([C:15]2[CH:16]=[CH:17][CH:18]=[CH:19][CH:20]=2)[CH2:13][CH3:14])(=[O:10])=[O:9])=[CH:4][CH:3]=1, predict the reactants needed to synthesize it. The reactants are: [Cl:1][C:2]1[CH:7]=[CH:6][C:5]([S:8]([NH:11][CH:12]([C:15]2[CH:20]=[CH:19][CH:18]=[CH:17][CH:16]=2)[CH2:13][CH3:14])(=[O:10])=[O:9])=[CH:4][CH:3]=1.Br[CH2:22][C:23]1[CH:31]=[CH:30][C:26]([C:27]([NH2:29])=[O:28])=[CH:25][CH:24]=1. (8) Given the product [CH2:13]([O:15][C:16]1[N:17]([CH2:34][C:35]2[CH:36]=[CH:37][C:38]([C:41]3[CH:46]=[CH:45][CH:44]=[CH:43][C:42]=3[C:47]3[NH:3][C:4](=[O:7])[O:5][N:48]=3)=[CH:39][CH:40]=2)[C:18](=[O:33])[C:19]([C:23]2[CH:24]=[CH:25][C:26]3[O:30][CH:29]([CH3:31])[CH2:28][C:27]=3[CH:32]=2)=[C:20]([CH3:22])[N:21]=1)[CH3:14], predict the reactants needed to synthesize it. The reactants are: [Cl-].O[NH3+:3].[C:4](=[O:7])([O-])[OH:5].[Na+].CS(C)=O.[CH2:13]([O:15][C:16]1[N:17]([CH2:34][C:35]2[CH:40]=[CH:39][C:38]([C:41]3[C:42]([C:47]#[N:48])=[CH:43][CH:44]=[CH:45][CH:46]=3)=[CH:37][CH:36]=2)[C:18](=[O:33])[C:19]([C:23]2[CH:24]=[CH:25][C:26]3[O:30][CH:29]([CH3:31])[CH2:28][C:27]=3[CH:32]=2)=[C:20]([CH3:22])[N:21]=1)[CH3:14]. (9) Given the product [ClH:27].[CH3:1][O:2][C:3]1[CH:4]=[C:5]([C@:11]([CH:24]([CH3:26])[CH3:25])([CH2:14][CH2:15][CH2:16][N:17]([CH3:23])[CH2:18][CH2:19][CH:20]([CH3:22])[CH3:21])[C:12]#[N:13])[CH:6]=[CH:7][C:8]=1[O:9][CH3:10], predict the reactants needed to synthesize it. The reactants are: [CH3:1][O:2][C:3]1[CH:4]=[C:5]([C@:11]([CH:24]([CH3:26])[CH3:25])([CH2:14][CH2:15][CH2:16][N:17]([CH3:23])[CH2:18][CH2:19][CH:20]([CH3:22])[CH3:21])[C:12]#[N:13])[CH:6]=[CH:7][C:8]=1[O:9][CH3:10].[ClH:27].O1CCOCC1. (10) Given the product [OH:22][CH:23]([C:29]1[CH:34]=[CH:33][C:32]([C:35]2[C@@H:36]([CH2:46][CH2:47][CH2:48][C:49]3[S:53][C:52]([C:54]([O:56][CH3:57])=[O:55])=[CH:51][CH:50]=3)[CH2:37][CH2:38][C:39]=2[C:40]#[C:41][Si:42]([CH3:43])([CH3:44])[CH3:45])=[CH:31][CH:30]=1)[CH2:24][CH2:25][CH2:26][CH2:27][CH3:28], predict the reactants needed to synthesize it. The reactants are: C(C1C(=O)C(Cl)=C(Cl)C(=O)C=1C#N)#N.COC1C=CC(C[O:22][CH:23]([C:29]2[CH:34]=[CH:33][C:32]([C:35]3[C@@H:36]([CH2:46][CH2:47][CH2:48][C:49]4[S:53][C:52]([C:54]([O:56][CH3:57])=[O:55])=[CH:51][CH:50]=4)[CH2:37][CH2:38][C:39]=3[C:40]#[C:41][Si:42]([CH3:45])([CH3:44])[CH3:43])=[CH:31][CH:30]=2)[CH2:24][CH2:25][CH2:26][CH2:27][CH3:28])=CC=1.O.C([O-])(O)=O.[Na+].